From a dataset of Catalyst prediction with 721,799 reactions and 888 catalyst types from USPTO. Predict which catalyst facilitates the given reaction. (1) Reactant: [OH:1][C:2]1[CH:3]=[CH:4][C:5]([S:13](=[O:26])(=[O:25])[NH:14][C:15]2[CH:16]=[CH:17][C:18]3[CH2:22][O:21][B:20]([OH:23])[C:19]=3[CH:24]=2)=[C:6]([CH:12]=1)[CH2:7][O:8]C(=O)C.Cl. Product: [OH:1][C:2]1[CH:3]=[CH:4][C:5]([S:13]([NH:14][C:15]2[CH:16]=[CH:17][C:18]3[CH2:22][O:21][B:20]([OH:23])[C:19]=3[CH:24]=2)(=[O:25])=[O:26])=[C:6]([CH2:7][OH:8])[CH:12]=1. The catalyst class is: 1. (2) The catalyst class is: 72. Reactant: [CH3:1][C:2]1([CH3:24])[O:6][C:5](=[O:7])[N:4]([C:8]2[CH:17]=[CH:16][C:11]([C:12]([O:14]C)=[O:13])=[CH:10][CH:9]=2)[C@H:3]1[C:18]1[CH:23]=[CH:22][CH:21]=[CH:20][CH:19]=1.C1COCC1.[Li+].[OH-].Cl. Product: [CH3:1][C:2]1([CH3:24])[O:6][C:5](=[O:7])[N:4]([C:8]2[CH:17]=[CH:16][C:11]([C:12]([OH:14])=[O:13])=[CH:10][CH:9]=2)[C@H:3]1[C:18]1[CH:23]=[CH:22][CH:21]=[CH:20][CH:19]=1. (3) Reactant: [CH:1]([C:4]1[N:13]=[C:7]2[CH:8]=[C:9]([NH2:12])[CH:10]=[CH:11][N:6]2[N:5]=1)([CH3:3])[CH3:2].[CH2:14]([O:16][C:17]([C:19]1[CH:20]=[N:21][N:22]([CH3:27])[C:23]=1[C:24](O)=[O:25])=[O:18])[CH3:15].CCCP(=O)=O.C(N(C(C)C)CC)(C)C. Product: [CH:1]([C:4]1[N:13]=[C:7]2[CH:8]=[C:9]([NH:12][C:24]([C:23]3[N:22]([CH3:27])[N:21]=[CH:20][C:19]=3[C:17]([O:16][CH2:14][CH3:15])=[O:18])=[O:25])[CH:10]=[CH:11][N:6]2[N:5]=1)([CH3:3])[CH3:2]. The catalyst class is: 7. (4) Reactant: [F:1][C:2]1[CH:19]=[CH:18][C:5]([CH2:6][CH2:7][CH:8]2[CH2:13][CH:12]([C:14]([O:16][CH3:17])=[O:15])[CH2:11][CH2:10][NH:9]2)=[CH:4][CH:3]=1.CCN(C(C)C)C(C)C.[C:29](Cl)(=[O:32])[O:30][CH3:31].Cl. Product: [F:1][C:2]1[CH:19]=[CH:18][C:5]([CH2:6][CH2:7][CH:8]2[CH2:13][CH:12]([C:14]([O:16][CH3:17])=[O:15])[CH2:11][CH2:10][N:9]2[C:29]([O:30][CH3:31])=[O:32])=[CH:4][CH:3]=1. The catalyst class is: 4. (5) Reactant: [NH2:1][C@@H:2]1[CH2:7][CH2:6][C:5]([F:9])([F:8])[CH2:4][C@@H:3]1[C:10]([O:12][CH2:13][CH3:14])=[O:11].[CH3:15][C:16]1[CH:20]=[CH:19][N:18]([C:21]2[CH:29]=[CH:28][C:24]([C:25](O)=[O:26])=[CH:23][CH:22]=2)[N:17]=1.Cl.CN(C)CCCN=C=NCC.N1(O)C2C=CC=CC=2N=N1.C(=O)([O-])O.[Na+]. Product: [F:8][C:5]1([F:9])[CH2:4][C@H:3]([C:10]([O:12][CH2:13][CH3:14])=[O:11])[C@H:2]([NH:1][C:25]([C:24]2[CH:23]=[CH:22][C:21]([N:18]3[CH:19]=[CH:20][C:16]([CH3:15])=[N:17]3)=[CH:29][CH:28]=2)=[O:26])[CH2:7][CH2:6]1. The catalyst class is: 556.